From a dataset of Reaction yield outcomes from USPTO patents with 853,638 reactions. Predict the reaction yield, written as a fraction of the theoretical maximum amount of product (1.0 means a 100% yield; for example, 0.34 means a 34% yield). (1) The reactants are O(Cl)[Cl:2].[P+5].[Cl:5][C:6]1[CH:7]=[C:8]([C:12]2[NH:21][C:20](=O)[C:19]3[CH2:18][CH2:17][CH2:16][CH2:15][C:14]=3[N:13]=2)[CH:9]=[CH:10][CH:11]=1. No catalyst specified. The product is [Cl:2][C:20]1[C:19]2[CH2:18][CH2:17][CH2:16][CH2:15][C:14]=2[N:13]=[C:12]([C:8]2[CH:9]=[CH:10][CH:11]=[C:6]([Cl:5])[CH:7]=2)[N:21]=1. The yield is 0.230. (2) The reactants are [CH3:1][C:2]1[CH:10]=[CH:9][C:8]([N:11]([CH3:20])[S:12]([C:15]2[S:16][CH:17]=[CH:18][CH:19]=2)(=[O:14])=[O:13])=[C:7]2[C:3]=1[CH:4]=[C:5]([C:21]([OH:23])=O)[NH:6]2.[N:24]1(O)C2C=CC=CC=2N=N1.Cl.CN(C)CCCN=C=NCC.N. The catalyst is CN(C)C=O. The product is [CH3:1][C:2]1[CH:10]=[CH:9][C:8]([N:11]([CH3:20])[S:12]([C:15]2[S:16][CH:17]=[CH:18][CH:19]=2)(=[O:14])=[O:13])=[C:7]2[C:3]=1[CH:4]=[C:5]([C:21]([NH2:24])=[O:23])[NH:6]2. The yield is 0.840. (3) The reactants are C[O:2][C:3]([CH:5]1[CH2:14][CH2:13][C:12]2[C:7](=[C:8]([O:15]C)[CH:9]=[CH:10][CH:11]=2)[CH2:6]1)=[O:4].B(Br)(Br)Br. The catalyst is ClCCl. The product is [OH:15][C:8]1[CH:9]=[CH:10][CH:11]=[C:12]2[C:7]=1[CH2:6][CH:5]([C:3]([OH:4])=[O:2])[CH2:14][CH2:13]2. The yield is 0.770. (4) The reactants are [CH3:1][CH:2]([CH2:4][CH2:5][CH2:6][C@H:7]([CH2:9][CH2:10][CH2:11][C@H:12]([CH2:14][CH2:15][CH2:16]/[C:17](=[CH:19]/[CH2:20][OH:21])/[CH3:18])[CH3:13])[CH3:8])[CH3:3]. The catalyst is [Ni].C(O)C. The product is [CH2:20]([OH:21])[CH2:19][CH:17]([CH2:16][CH2:15][CH2:14][CH:12]([CH2:11][CH2:10][CH2:9][CH:7]([CH2:6][CH2:5][CH2:4][CH:2]([CH3:3])[CH3:1])[CH3:8])[CH3:13])[CH3:18]. The yield is 0.970. (5) The reactants are [O:1]=[C:2]1[NH:7][CH:6]=[N:5][C:4]2[N:8]([C:11]3[CH:12]=[C:13]([CH:16]=[CH:17][CH:18]=3)[CH:14]=[O:15])[N:9]=[CH:10][C:3]1=2.[BH4-].[Na+]. The product is [OH:15][CH2:14][C:13]1[CH:12]=[C:11]([N:8]2[C:4]3[N:5]=[CH:6][NH:7][C:2](=[O:1])[C:3]=3[CH:10]=[N:9]2)[CH:18]=[CH:17][CH:16]=1. The catalyst is CO. The yield is 0.240. (6) The reactants are Br[C:2]1[CH:3]=[C:4]([NH:10][C:11]2[CH:21]=[C:14]3[CH2:15][N:16]([CH2:19][CH3:20])[CH2:17][CH2:18][N:13]3[N:12]=2)[C:5](=[O:9])[N:6]([CH3:8])[CH:7]=1.[C:22]([O:25][CH2:26][C:27]1[C:28]([N:42]2[CH2:54][CH2:53][N:45]3[C:46]4[CH2:47][CH2:48][CH2:49][CH2:50][C:51]=4[CH:52]=[C:44]3[C:43]2=[O:55])=[N:29][CH:30]=[CH:31][C:32]=1B1OC(C)(C)C(C)(C)O1)(=[O:24])[CH3:23].[O-]P([O-])([O-])=O.[K+].[K+].[K+].C([O-])(=O)C.[Na+]. The catalyst is C1C=CC(P(C2C=CC=CC=2)[C-]2C=CC=C2)=CC=1.C1C=CC(P(C2C=CC=CC=2)[C-]2C=CC=C2)=CC=1.Cl[Pd]Cl.[Fe+2].O.C(#N)C. The product is [C:22]([O:25][CH2:26][C:27]1[C:28]([N:42]2[CH2:54][CH2:53][N:45]3[C:46]4[CH2:47][CH2:48][CH2:49][CH2:50][C:51]=4[CH:52]=[C:44]3[C:43]2=[O:55])=[N:29][CH:30]=[CH:31][C:32]=1[C:2]1[CH:3]=[C:4]([NH:10][C:11]2[CH:21]=[C:14]3[CH2:15][N:16]([CH2:19][CH3:20])[CH2:17][CH2:18][N:13]3[N:12]=2)[C:5](=[O:9])[N:6]([CH3:8])[CH:7]=1)(=[O:24])[CH3:23]. The yield is 0.600. (7) The reactants are [N+:1]([C:4]1[CH:5]=[C:6]([C:10]2[CH:14]=[CH:13][NH:12][N:11]=2)[CH:7]=[CH:8][CH:9]=1)([O-:3])=[O:2].[I:15]N1C(=O)CCC1=O.C(OC(C)C)(C)C. The catalyst is CN(C)C=O. The product is [I:15][C:14]1[C:10]([C:6]2[CH:7]=[CH:8][CH:9]=[C:4]([N+:1]([O-:3])=[O:2])[CH:5]=2)=[N:11][NH:12][CH:13]=1. The yield is 0.740.